This data is from Peptide-MHC class II binding affinity with 134,281 pairs from IEDB. The task is: Regression. Given a peptide amino acid sequence and an MHC pseudo amino acid sequence, predict their binding affinity value. This is MHC class II binding data. (1) The peptide sequence is YEEFCDAVYENDKLK. The MHC is DRB1_0404 with pseudo-sequence DRB1_0404. The binding affinity (normalized) is 0.173. (2) The peptide sequence is HEWCCRSCTLPPLRY. The MHC is DRB1_0405 with pseudo-sequence DRB1_0405. The binding affinity (normalized) is 0.181.